Dataset: Forward reaction prediction with 1.9M reactions from USPTO patents (1976-2016). Task: Predict the product of the given reaction. (1) Given the reactants [Cl:1][C:2]1[CH:10]=[CH:9][C:8]([S:11]([NH:14][C:15]([CH3:18])([CH3:17])[CH3:16])(=[O:13])=[O:12])=[CH:7][C:3]=1[C:4]([OH:6])=O.[F:19][C:20]1[CH:21]=[C:22]([C:26]2([CH2:32][CH2:33][N:34]3[CH:39]4[CH2:40][CH2:41][CH:35]3[CH2:36][CH:37]([N:42]3[C:46]5[CH:47]=[CH:48][CH:49]=[CH:50][C:45]=5[N:44]=[C:43]3[CH3:51])[CH2:38]4)[CH2:31][CH2:30][NH:29][CH2:28][CH2:27]2)[CH:23]=[CH:24][CH:25]=1.CCN(C(C)C)C(C)C.CN(C(ON1N=NC2C=CC=NC1=2)=[N+](C)C)C.F[P-](F)(F)(F)(F)F.ClC1C(C(N2CCC(C3C=CC=C(F)C=3)(CCN3C4CCC3CC(N3C5C=CC=CC=5N=C3C)C4)CC2)=O)=C(Cl)C=CC=1S(NC)(=O)=O, predict the reaction product. The product is: [Cl:1][C:2]1[CH:10]=[CH:9][C:8]([S:11]([NH:14][C:15]([CH3:18])([CH3:17])[CH3:16])(=[O:13])=[O:12])=[CH:7][C:3]=1[C:4]([N:29]1[CH2:28][CH2:27][C:26]([C:22]2[CH:23]=[CH:24][CH:25]=[C:20]([F:19])[CH:21]=2)([CH2:32][CH2:33][N:34]2[CH:35]3[CH2:41][CH2:40][CH:39]2[CH2:38][CH:37]([N:42]2[C:46]4[CH:47]=[CH:48][CH:49]=[CH:50][C:45]=4[N:44]=[C:43]2[CH3:51])[CH2:36]3)[CH2:31][CH2:30]1)=[O:6]. (2) Given the reactants C(OC([N:8]1[CH2:17][CH2:16][C:15]2[C:11](=[C:12](OS(C(F)(F)F)(=O)=O)[N:13]([CH:18]([CH3:20])[CH3:19])[N:14]=2)[CH2:10][CH2:9]1)=O)(C)(C)C.[CH3:29][C:30]1[CH:31]=[C:32](B(O)O)[CH:33]=[CH:34][CH:35]=1, predict the reaction product. The product is: [CH:18]([N:13]1[C:12]([C:34]2[CH:35]=[C:30]([CH3:29])[CH:31]=[CH:32][CH:33]=2)=[C:11]2[C:15]([CH2:16][CH2:17][NH:8][CH2:9][CH2:10]2)=[N:14]1)([CH3:19])[CH3:20]. (3) The product is: [F:2][C:3]1([F:8])[CH2:7][CH2:6][N:5]([CH2:17][C:16]2[N:13]([C:14]3[CH:15]=[CH:32][C:27]([C:26]([F:36])([F:35])[F:25])=[CH:28][CH:29]=3)[N:24]=[N:23][N:22]=2)[CH2:4]1. Given the reactants Cl.[F:2][C:3]1([F:8])[CH2:7][CH2:6][NH:5][CH2:4]1.C=O.C([N:13]([CH2:16][CH3:17])[CH2:14][CH3:15])C.C[Si]([N:22]=[N+:23]=[N-:24])(C)C.[F:25][C:26]([F:36])([F:35])[C:27]1[CH:32]=CC([N+]#[C-])=[CH:29][CH:28]=1, predict the reaction product.